This data is from Catalyst prediction with 721,799 reactions and 888 catalyst types from USPTO. The task is: Predict which catalyst facilitates the given reaction. (1) Reactant: CC1(C)[O:6][C@H:5]([CH2:7][N:8]2[CH:12]=[CH:11][C:10]([NH:13][C:14](=[O:36])[C@@H:15]([N:20]3[CH2:24][C:23]([O:25][C:26]4[CH:31]=[CH:30][CH:29]=[CH:28][C:27]=4[O:32][CH2:33][CH3:34])=[CH:22][C:21]3=[O:35])[CH2:16][CH:17]([CH3:19])[CH3:18])=[N:9]2)[CH2:4][O:3]1.Cl. Product: [OH:6][C@@H:5]([CH2:4][OH:3])[CH2:7][N:8]1[CH:12]=[CH:11][C:10]([NH:13][C:14](=[O:36])[C@@H:15]([N:20]2[CH2:24][C:23]([O:25][C:26]3[CH:31]=[CH:30][CH:29]=[CH:28][C:27]=3[O:32][CH2:33][CH3:34])=[CH:22][C:21]2=[O:35])[CH2:16][CH:17]([CH3:18])[CH3:19])=[N:9]1. The catalyst class is: 54. (2) Reactant: Cl.[CH2:2]([C:4]1[S:24][C:7]2[N:8]=[C:9]([S:18][CH2:19][C:20]([O:22][CH3:23])=[O:21])[N:10]=[C:11]([N:12]3[CH2:17][CH2:16][NH:15][CH2:14][CH2:13]3)[C:6]=2[CH:5]=1)[CH3:3].C(N(C(C)C)CC)(C)C.[C:34](Cl)(=[O:43])[CH:35]=[CH:36][C:37]1[CH:42]=[CH:41][CH:40]=[CH:39][CH:38]=1. Product: [CH2:2]([C:4]1[S:24][C:7]2[N:8]=[C:9]([S:18][CH2:19][C:20]([O:22][CH3:23])=[O:21])[N:10]=[C:11]([N:12]3[CH2:17][CH2:16][N:15]([C:34](=[O:43])/[CH:35]=[CH:36]/[C:37]4[CH:42]=[CH:41][CH:40]=[CH:39][CH:38]=4)[CH2:14][CH2:13]3)[C:6]=2[CH:5]=1)[CH3:3]. The catalyst class is: 3.